From a dataset of Full USPTO retrosynthesis dataset with 1.9M reactions from patents (1976-2016). Predict the reactants needed to synthesize the given product. Given the product [F:1][C:2]1[CH:3]=[C:4]([C:8]2[C@:9]3([CH2:25][CH2:24][C@H:23]4[C@@H:14]([CH2:15][CH2:16][C:17]5[CH:18]=[C:19]([C:26]([NH:37][CH2:36][CH2:35][S:32]([CH:29]([CH3:31])[CH3:30])(=[O:34])=[O:33])=[O:27])[CH:20]=[CH:21][C:22]=54)[C@@H:11]3[CH2:12][CH:13]=2)[CH3:10])[CH:5]=[N:6][CH:7]=1, predict the reactants needed to synthesize it. The reactants are: [F:1][C:2]1[CH:3]=[C:4]([C:8]2[C@:9]3([CH2:25][CH2:24][C@H:23]4[C@@H:14]([CH2:15][CH2:16][C:17]5[CH:18]=[C:19]([C:26](O)=[O:27])[CH:20]=[CH:21][C:22]=54)[C@@H:11]3[CH2:12][CH:13]=2)[CH3:10])[CH:5]=[N:6][CH:7]=1.[CH:29]([S:32]([CH2:35][CH2:36][NH2:37])(=[O:34])=[O:33])([CH3:31])[CH3:30].